From a dataset of Full USPTO retrosynthesis dataset with 1.9M reactions from patents (1976-2016). Predict the reactants needed to synthesize the given product. (1) Given the product [CH2:29]([O:22][C:21](=[O:23])[CH2:20][C:5]1[CH:6]=[CH:7][CH:8]=[C:9]([NH:10][C:11]2[CH:16]=[CH:15][CH:14]=[C:13]([N+:17]([O-:19])=[O:18])[CH:12]=2)[C:4]=1[N+:1]([O-:3])=[O:2])[CH3:30], predict the reactants needed to synthesize it. The reactants are: [N+:1]([C:4]1[C:9]([NH:10][C:11]2[CH:16]=[CH:15][CH:14]=[C:13]([N+:17]([O-:19])=[O:18])[CH:12]=2)=[CH:8][CH:7]=[CH:6][C:5]=1[CH2:20][C:21]([OH:23])=[O:22])([O-:3])=[O:2].OS(O)(=O)=O.[CH3:29][CH2:30]O. (2) The reactants are: [CH3:1][C:2]1[O:3][C@@H:4]([C:9]2[CH:14]=[CH:13][CH:12]=[CH:11][CH:10]=2)[CH:5]([CH2:7]O)[N:6]=1.S(Cl)([Cl:17])=O. Given the product [Cl:17][CH2:7][CH:5]1[C@H:4]([C:9]2[CH:14]=[CH:13][CH:12]=[CH:11][CH:10]=2)[O:3][C:2]([CH3:1])=[N:6]1, predict the reactants needed to synthesize it. (3) Given the product [CH2:36]([O:35][C:33](=[O:34])[NH:1][C@@H:2]1[CH2:6][CH2:5][N:4]([C:7]2[C:16]3[C:11](=[CH:12][C:13]([CH3:17])=[CH:14][CH:15]=3)[N:10]=[C:9]([C:18]3[CH:23]=[CH:22][CH:21]=[CH:20][C:19]=3[OH:24])[N:8]=2)[CH2:3]1)[C:37]1[CH:42]=[CH:41][CH:40]=[CH:39][CH:38]=1, predict the reactants needed to synthesize it. The reactants are: [NH2:1][C@@H:2]1[CH2:6][CH2:5][N:4]([C:7]2[C:16]3[C:11](=[CH:12][C:13]([CH3:17])=[CH:14][CH:15]=3)[N:10]=[C:9]([C:18]3[CH:23]=[CH:22][CH:21]=[CH:20][C:19]=3[OH:24])[N:8]=2)[CH2:3]1.C(N(CC)CC)C.Cl[C:33]([O:35][CH2:36][C:37]1[CH:42]=[CH:41][CH:40]=[CH:39][CH:38]=1)=[O:34]. (4) The reactants are: [Br:1][C:2]1[CH:3]=[C:4]([Cl:13])[C:5]2[O:9][CH:8]([CH2:10][OH:11])[CH2:7][C:6]=2[CH:12]=1.O. Given the product [Br:1][C:2]1[CH:3]=[C:4]([Cl:13])[C:5]2[O:9][CH:8]([CH:10]=[O:11])[CH2:7][C:6]=2[CH:12]=1, predict the reactants needed to synthesize it. (5) Given the product [C:35]([O:39][C:40]([N:42]1[CH2:47][CH2:46][C@:45]([C:2]2[CH:20]=[CH:19][C:5]([O:6][CH2:7][CH2:8][O:9][C:10]3[C:15]([Cl:16])=[CH:14][C:13]([CH3:17])=[CH:12][C:11]=3[Cl:18])=[CH:4][CH:3]=2)([OH:48])[C@H:44]([C:49](=[O:66])[N:50]([CH2:54][C:55]2[CH:60]=[C:59]([CH2:61][CH2:62][O:63][CH3:64])[CH:58]=[CH:57][C:56]=2[Cl:65])[CH:51]2[CH2:52][CH2:53]2)[CH2:43]1)=[O:41])([CH3:38])([CH3:36])[CH3:37], predict the reactants needed to synthesize it. The reactants are: Br[C:2]1[CH:20]=[CH:19][C:5]([O:6][CH2:7][CH2:8][O:9][C:10]2[C:15]([Cl:16])=[CH:14][C:13]([CH3:17])=[CH:12][C:11]=2[Cl:18])=[CH:4][CH:3]=1.[Li]CCCC.CN1C(=O)N(C)CCC1.[C:35]([O:39][C:40]([N:42]1[CH2:47][CH2:46][C:45](=[O:48])[CH:44]([C:49](=[O:66])[N:50]([CH2:54][C:55]2[CH:60]=[C:59]([CH2:61][CH2:62][O:63][CH3:64])[CH:58]=[CH:57][C:56]=2[Cl:65])[CH:51]2[CH2:53][CH2:52]2)[CH2:43]1)=[O:41])([CH3:38])([CH3:37])[CH3:36].[NH4+].[Cl-]. (6) Given the product [CH3:13][C@@H:11]1[CH2:12][NH:8][CH2:9][C@H:10]1[C:14]1[NH:15][C:16](=[O:29])[C:17]2[CH:22]=[N:21][N:20]([CH:23]3[CH2:28][CH2:27][O:26][CH2:25][CH2:24]3)[C:18]=2[N:19]=1, predict the reactants needed to synthesize it. The reactants are: C([N:8]1[CH2:12][C@@H:11]([CH3:13])[C@H:10]([C:14]2[NH:15][C:16](=[O:29])[C:17]3[CH:22]=[N:21][N:20]([CH:23]4[CH2:28][CH2:27][O:26][CH2:25][CH2:24]4)[C:18]=3[N:19]=2)[CH2:9]1)C1C=CC=CC=1.Cl. (7) Given the product [O:1]1[CH2:6][CH2:5][N:4]([S:7]([C:10]2[CH:11]=[C:12]([CH:17]=[CH:18][CH:19]=2)[C:13]([NH:20][NH2:21])=[O:14])(=[O:9])=[O:8])[CH2:3][CH2:2]1, predict the reactants needed to synthesize it. The reactants are: [O:1]1[CH2:6][CH2:5][N:4]([S:7]([C:10]2[CH:11]=[C:12]([CH:17]=[CH:18][CH:19]=2)[C:13](OC)=[O:14])(=[O:9])=[O:8])[CH2:3][CH2:2]1.[NH2:20][NH2:21]. (8) Given the product [OH:1][C@@:2]1([C:33]([F:35])([F:36])[F:34])[C:14]2[CH:13]=[C:12]([O:15][CH2:16][C@H:17]([OH:19])[CH3:18])[CH:11]=[C:10]([C:20]3[CH:21]=[N:22][N:23]([C:25]([CH3:31])([CH3:32])[C:26]([OH:28])=[O:27])[CH:24]=3)[C:9]=2[C:8]2[C:3]1=[CH:4][CH:5]=[CH:6][CH:7]=2, predict the reactants needed to synthesize it. The reactants are: [OH:1][C@@:2]1([C:33]([F:36])([F:35])[F:34])[C:14]2[CH:13]=[C:12]([O:15][CH2:16][C@H:17]([OH:19])[CH3:18])[CH:11]=[C:10]([C:20]3[CH:21]=[N:22][N:23]([C:25]([CH3:32])([CH3:31])[C:26]([O:28]CC)=[O:27])[CH:24]=3)[C:9]=2[C:8]2[C:3]1=[CH:4][CH:5]=[CH:6][CH:7]=2.[OH-].[Na+].Cl.